Dataset: Peptide-MHC class I binding affinity with 185,985 pairs from IEDB/IMGT. Task: Regression. Given a peptide amino acid sequence and an MHC pseudo amino acid sequence, predict their binding affinity value. This is MHC class I binding data. (1) The peptide sequence is RQLANAIFK. The MHC is HLA-B27:05 with pseudo-sequence HLA-B27:05. The binding affinity (normalized) is 0.692. (2) The peptide sequence is RLMELPVKT. The MHC is HLA-A02:06 with pseudo-sequence HLA-A02:06. The binding affinity (normalized) is 0.253. (3) The peptide sequence is EAPSPYNSRF. The MHC is Mamu-A01 with pseudo-sequence Mamu-A01. The binding affinity (normalized) is 0.764. (4) The peptide sequence is KTIIALLFA. The MHC is HLA-A30:01 with pseudo-sequence HLA-A30:01. The binding affinity (normalized) is 0.440. (5) The peptide sequence is AVRQKSRWI. The MHC is HLA-B08:02 with pseudo-sequence HLA-B08:02. The binding affinity (normalized) is 0.0847. (6) The peptide sequence is TPGPGTRYPL. The MHC is HLA-A30:02 with pseudo-sequence HLA-A30:02. The binding affinity (normalized) is 0.